From a dataset of Forward reaction prediction with 1.9M reactions from USPTO patents (1976-2016). Predict the product of the given reaction. (1) Given the reactants [F:1][C:2]1[CH:28]=[CH:27][C:5]([CH2:6][N:7]2[C:12](=[O:13])[C:11]3[C:14]([O:23]C)=[C:15]4[C:20](=[O:21])[N:19]([CH3:22])[CH2:18][CH2:17][N:16]4[C:10]=3[C:9]([CH2:25][OH:26])=[N:8]2)=[CH:4][CH:3]=1.B(Br)(Br)Br.CO, predict the reaction product. The product is: [F:1][C:2]1[CH:28]=[CH:27][C:5]([CH2:6][N:7]2[C:12](=[O:13])[C:11]3[C:14]([OH:23])=[C:15]4[C:20](=[O:21])[N:19]([CH3:22])[CH2:18][CH2:17][N:16]4[C:10]=3[C:9]([CH2:25][OH:26])=[N:8]2)=[CH:4][CH:3]=1. (2) Given the reactants [CH3:1][O:2][C:3]1[CH:8]=[CH:7][CH:6]=[CH:5][C:4]=1[C:9]1[CH:10]=[C:11]2[C:16](=[CH:17][CH:18]=1)[NH:15][C:14]([CH3:20])([CH3:19])[CH:13]=[C:12]2[CH2:21]SC1C=CC2C(=CC=CC=2)C=1.BrCC1[C:44]2[C:39](=[CH:40][CH:41]=[C:42](C3C=CC=CC=3OC)[CH:43]=2)[NH:38]C(C)(C)C=1.C(=O)([O-])[O-].[K+].[K+].C1C2C(=CC=CC=2)C=CC=1S, predict the reaction product. The product is: [CH3:1][O:2][C:3]1[CH:8]=[CH:7][CH:6]=[CH:5][C:4]=1[C:9]1[CH:10]=[C:11]2[C:16](=[CH:17][CH:18]=1)[NH:15][C:14]([CH3:20])([CH3:19])[CH:13]=[C:12]2[CH2:21][NH:38][C:39]1[CH:44]=[CH:43][CH:42]=[CH:41][CH:40]=1. (3) The product is: [CH3:1][S:2]([O:30][CH2:29][CH2:28][CH2:27][O:26][CH2:20][CH2:21][CH2:22][CH2:23][CH2:24][CH3:25])(=[O:4])=[O:3].[I:36][CH2:16][CH2:15][CH2:14][O:13][CH2:9][CH2:10][CH2:11][CH2:12][CH2:7][CH3:6]. Given the reactants [CH3:1][S:2](O[CH2:6][C:7]1[CH:12]=[CH:11][CH:10]=[C:9]([O:13][C:14]2C=CC=[CH:16][CH:15]=2)C=1)(=[O:4])=[O:3].[CH2:20]([O:26][CH2:27][CH2:28][CH2:29][OH:30])[CH2:21][CH2:22][CH2:23][CH2:24][CH3:25].CS(Cl)(=O)=O.[I-:36].[Na+], predict the reaction product. (4) Given the reactants [CH:1]1([C:9]2[CH:14]=[CH:13][C:12]([C:15](C)=[CH:16][CH2:17][OH:18])=[CH:11][CH:10]=2)[CH2:8][CH2:7][CH2:6][CH2:5][CH2:4][CH2:3][CH2:2]1.CN(C1C=CC2N=C3C(=CC(C=C3)=[N+](C)C)SC=2C=1)C.[C:40]1(=[O:46])[CH2:45][CH2:44][CH2:43][CH2:42][CH2:41]1.C1(C)C=CC(S(O)(=O)=O)=CC=1.[O:58]1[CH2:63]CCOO1, predict the reaction product. The product is: [CH:1]1([C:9]2[CH:10]=[CH:11][C:12]([CH:15]=[CH:16][CH:17]3[CH2:63][O:58][C:40]4([CH2:45][CH2:44][CH2:43][CH2:42][CH2:41]4)[O:46][O:18]3)=[CH:13][CH:14]=2)[CH2:2][CH2:3][CH2:4][CH2:5][CH2:6][CH2:7][CH2:8]1. (5) Given the reactants Br[C:2]1[CH:3]=[C:4]([CH:8]=[CH:9][C:10]=1[CH3:11])[C:5](Cl)=[O:6].C([N:14]([CH2:17][CH3:18])[CH2:15][CH3:16])C.[F:19][C:20]([F:29])([F:28])[C:21]1[CH:22]=[C:23]([CH:25]=[CH:26][CH:27]=1)[NH2:24], predict the reaction product. The product is: [CH:17]1[C:18]2[C:9](=[CH:10][CH:2]=[C:3]([C:2]3[CH:3]=[C:4]([CH:8]=[CH:9][C:10]=3[CH3:11])[C:5]([NH:24][C:23]3[CH:25]=[CH:26][CH:27]=[C:21]([C:20]([F:28])([F:29])[F:19])[CH:22]=3)=[O:6])[CH:4]=2)[CH:16]=[CH:15][N:14]=1. (6) Given the reactants [F:1][C:2]1[CH:3]=[C:4]([CH:6]=[CH:7][C:8]=1[O:9][C:10]1[CH:15]=[CH:14][N:13]=[C:12]2[CH:16]=[CH:17][S:18][C:11]=12)[NH2:5].C(N(CC)CC)C.Cl[C:27](=[O:33])[C:28]([O:30][CH2:31][CH3:32])=[O:29], predict the reaction product. The product is: [F:1][C:2]1[CH:3]=[C:4]([NH:5][C:27](=[O:33])[C:28]([O:30][CH2:31][CH3:32])=[O:29])[CH:6]=[CH:7][C:8]=1[O:9][C:10]1[CH:15]=[CH:14][N:13]=[C:12]2[CH:16]=[CH:17][S:18][C:11]=12. (7) The product is: [C@@H:1]12[CH2:7][C@@H:4]([CH:5]=[CH:6]1)[CH2:3][CH:2]2[C:8]1([CH3:24])[N:12]([CH3:25])[C:11](=[O:13])[N:10]([CH2:14][C:15](=[O:22])[C:16]2[CH:17]=[CH:18][CH:19]=[CH:20][CH:21]=2)[C:9]1=[O:23]. Given the reactants [CH:1]12[CH2:7][CH:4]([CH:5]=[CH:6]1)[CH2:3][CH:2]2[C:8]1([CH3:24])[NH:12][C:11](=[O:13])[N:10]([CH2:14][C:15](=[O:22])[C:16]2[CH:21]=[CH:20][CH:19]=[CH:18][CH:17]=2)[C:9]1=[O:23].[CH3:25]I, predict the reaction product. (8) Given the reactants [CH3:1][O:2][C:3](=[O:13])[CH2:4][O:5][C:6]1[CH:7]=[N:8][C:9](Br)=[CH:10][CH:11]=1.C(N(CC)CC)C.[CH:21]([Si:24]([C:31]#[CH:32])([CH:28]([CH3:30])[CH3:29])[CH:25]([CH3:27])[CH3:26])([CH3:23])[CH3:22], predict the reaction product. The product is: [CH3:1][O:2][C:3](=[O:13])[CH2:4][O:5][C:6]1[CH:7]=[N:8][C:9]([C:32]#[C:31][Si:24]([CH:21]([CH3:23])[CH3:22])([CH:28]([CH3:30])[CH3:29])[CH:25]([CH3:27])[CH3:26])=[CH:10][CH:11]=1.